The task is: Predict the reaction yield, written as a fraction of the theoretical maximum amount of product (1.0 means a 100% yield; for example, 0.34 means a 34% yield).. This data is from Reaction yield outcomes from USPTO patents with 853,638 reactions. (1) The reactants are [Cl:1][C:2]1[CH:11]=[C:10]2[C:5]([CH:6]=[CH:7][C:8]([CH3:12])=[N:9]2)=[C:4]([N:13]2[CH2:18][CH2:17][NH:16][CH2:15][CH2:14]2)[CH:3]=1.Cl[CH2:20][C:21]([C:23]1[CH:24]=[CH:25][C:26]2[O:31][CH2:30][C:29](=[O:32])[NH:28][C:27]=2[CH:33]=1)=[O:22].C(N(CC)C(C)C)(C)C. The catalyst is C(#N)C.CO.C(Cl)Cl. The product is [ClH:1].[Cl:1][C:2]1[CH:11]=[C:10]2[C:5]([CH:6]=[CH:7][C:8]([CH3:12])=[N:9]2)=[C:4]([N:13]2[CH2:14][CH2:15][N:16]([CH2:20][C:21]([C:23]3[CH:24]=[CH:25][C:26]4[O:31][CH2:30][C:29](=[O:32])[NH:28][C:27]=4[CH:33]=3)=[O:22])[CH2:17][CH2:18]2)[CH:3]=1. The yield is 0.570. (2) The reactants are [NH2:1][C:2]1[CH:3]=[C:4]2[C:20](=[O:21])[NH:19][N:18]=[CH:17][C:6]3=[C:7]([C:11]4[CH:16]=[CH:15][CH:14]=[CH:13][CH:12]=4)[NH:8][C:9]([CH:10]=1)=[C:5]23.[CH3:22][C:23]1[CH:28]=[CH:27][CH:26]=[CH:25][C:24]=1[CH2:29][CH2:30][C:31](O)=[O:32].C(N(CC)CC)C.F[P-](F)(F)(F)(F)F.N1(OC(N(C)C)=[N+](C)C)C2N=CC=CC=2N=N1. The catalyst is CN(C)C=O.C(Cl)Cl.CO. The product is [CH3:22][C:23]1[CH:28]=[CH:27][CH:26]=[CH:25][C:24]=1[CH2:29][CH2:30][C:31]([NH:1][C:2]1[CH:3]=[C:4]2[C:20](=[O:21])[NH:19][N:18]=[CH:17][C:6]3=[C:7]([C:11]4[CH:12]=[CH:13][CH:14]=[CH:15][CH:16]=4)[NH:8][C:9]([CH:10]=1)=[C:5]23)=[O:32]. The yield is 0.130. (3) The reactants are C(OC([NH:8][CH2:9][CH2:10][CH:11]1[CH2:16][CH2:15][CH2:14][N:13]([C:17]([NH2:19])=[O:18])[CH2:12]1)=O)(C)(C)C.S(=O)(=O)(O)O. The catalyst is CO.O1CCOCC1. The product is [NH2:8][CH2:9][CH2:10][CH:11]1[CH2:16][CH2:15][CH2:14][N:13]([C:17]([NH2:19])=[O:18])[CH2:12]1. The yield is 0.940. (4) The reactants are [CH3:1][N:2]1[CH2:7][CH2:6][N:5]([C:8]2[CH:13]=[CH:12][CH:11]=[C:10]([N+:14]([O-])=O)[CH:9]=2)[CH2:4][CH2:3]1.C[OH:18]. The catalyst is O.[Pd]. The product is [NH2:14][C:10]1[CH:9]=[C:8]([N:5]2[CH2:6][CH2:7][N:2]([CH3:1])[CH2:3][C:4]2=[O:18])[CH:13]=[CH:12][CH:11]=1. The yield is 0.950. (5) The product is [C:2]1([C:1]2[N:11]=[C:22]([C:21]([O:20][CH2:18][CH3:19])=[O:25])[O:23][N:8]=2)[CH:7]=[CH:6][CH:5]=[CH:4][CH:3]=1. The catalyst is C(O)C.N1C=CC=CC=1. The yield is 0.300. The reactants are [C:1](#[N:8])[C:2]1[CH:7]=[CH:6][CH:5]=[CH:4][CH:3]=1.Cl.O[NH2:11].C(=O)([O-])[O-].[K+].[K+].[CH2:18]([O:20][C:21](=[O:25])[C:22](Cl)=[O:23])[CH3:19]. (6) The reactants are [Br:1][C:2]1[CH:10]=[CH:9][C:5]([C:6]([OH:8])=[O:7])=[C:4]([Cl:11])[CH:3]=1.O[N:13]1[C:17](=[O:18])[CH2:16][CH2:15][C:14]1=[O:19].CCN=C=NCCCN(C)C. The catalyst is O1CCCC1.CN(C)C=O. The product is [Br:1][C:2]1[CH:10]=[CH:9][C:5]([C:6]([O:8][N:13]2[C:17](=[O:18])[CH2:16][CH2:15][C:14]2=[O:19])=[O:7])=[C:4]([Cl:11])[CH:3]=1. The yield is 0.920.